Dataset: Catalyst prediction with 721,799 reactions and 888 catalyst types from USPTO. Task: Predict which catalyst facilitates the given reaction. Reactant: C(OC([N:8]1[CH2:13][CH2:12][CH:11]([CH:14]2[C:19](=O)[C:18]3[CH:21]=[CH:22][CH:23]=[CH:24][C:17]=3[N:16](COCC[Si](C)(C)C)[S:15]2(=[O:34])=[O:33])[CH2:10][CH2:9]1)=O)(C)(C)C.[BH4-].[Na+].O.[C:38]1([CH3:48])[CH:43]=[CH:42][C:41]([S:44]([OH:47])(=[O:46])=[O:45])=[CH:40][CH:39]=1. Product: [C:38]1([CH3:48])[CH:39]=[CH:40][C:41]([S:44]([OH:47])(=[O:45])=[O:46])=[CH:42][CH:43]=1.[NH:8]1[CH2:9][CH2:10][CH:11]([C:14]2[S:15](=[O:33])(=[O:34])[NH:16][C:17]3[CH:24]=[CH:23][CH:22]=[CH:21][C:18]=3[CH:19]=2)[CH2:12][CH2:13]1. The catalyst class is: 5.